This data is from Reaction yield outcomes from USPTO patents with 853,638 reactions. The task is: Predict the reaction yield, written as a fraction of the theoretical maximum amount of product (1.0 means a 100% yield; for example, 0.34 means a 34% yield). The reactants are [CH:1]1[C:13]2N[C:3]3[C:2](=[CH:3][CH:13]=[CH:1][CH:2]=3)[C:1]=2[CH:13]=[CH:3][CH:2]=1.[CH2:14]([N:16]1[C:28]2[CH:27]=[CH:26][C:25]([N:29]3[C:41]4[CH:40]=[CH:39][CH:38]=[CH:37][C:36]=4[C:35]4[C:30]3=[CH:31][CH:32]=[CH:33][CH:34]=4)=[CH:24][C:23]=2[C:22]2[C:17]1=[CH:18][CH:19]=[C:20]([N:42]1[C:54]3[CH:53]=[CH:52][CH:51]=[CH:50][C:49]=3[C:48]3[C:43]1=[CH:44][CH:45]=[CH:46][CH:47]=3)[CH:21]=2)[CH3:15]. No catalyst specified. The product is [C:14]1([N:16]2[C:17]3[CH:18]=[CH:19][C:20]([N:42]4[C:43]5[CH:44]=[CH:45][CH:46]=[CH:47][C:48]=5[C:49]5[C:54]4=[CH:53][CH:52]=[CH:51][CH:50]=5)=[CH:21][C:22]=3[C:23]3[C:28]2=[CH:27][CH:26]=[C:25]([N:29]2[C:41]4[CH:40]=[CH:39][CH:38]=[CH:37][C:36]=4[C:35]4[C:30]2=[CH:31][CH:32]=[CH:33][CH:34]=4)[CH:24]=3)[CH:3]=[CH:2][CH:1]=[CH:13][CH:15]=1. The yield is 0.850.